This data is from Reaction yield outcomes from USPTO patents with 853,638 reactions. The task is: Predict the reaction yield, written as a fraction of the theoretical maximum amount of product (1.0 means a 100% yield; for example, 0.34 means a 34% yield). (1) The reactants are [Cl:1][C:2]1[CH:10]=[C:9]2[C:5]([C:6]([C:12](=[O:17])C(F)(F)F)=[C:7]([CH3:11])[NH:8]2)=[CH:4][CH:3]=1.[OH-:18].[Na+]. The catalyst is O. The product is [Cl:1][C:2]1[CH:10]=[C:9]2[C:5]([C:6]([C:12]([OH:17])=[O:18])=[C:7]([CH3:11])[NH:8]2)=[CH:4][CH:3]=1. The yield is 0.310. (2) The yield is 0.150. The reactants are C([O:3][C:4]([CH:6]1[O:11][CH2:10][CH2:9][N:8]([C:12]2[CH:17]=[C:16]([NH:18][CH2:19][CH2:20][C:21]3[CH:26]=[CH:25][C:24]([O:27][C:28]([F:31])([F:30])[F:29])=[CH:23][CH:22]=3)[N:15]=[C:14]([O:32][CH3:33])[N:13]=2)[CH2:7]1)=[O:5])C.[OH-:34].[Na+].[OH2:36].[CH3:37]O. No catalyst specified. The product is [F:31][C:28]([F:29])([F:30])[C:37]([OH:36])=[O:34].[CH3:33][O:32][C:14]1[N:13]=[C:12]([N:8]2[CH2:9][CH2:10][O:11][CH:6]([C:4]([OH:5])=[O:3])[CH2:7]2)[CH:17]=[C:16]([NH:18][CH2:19][CH2:20][C:21]2[CH:26]=[CH:25][C:24]([O:27][C:28]([F:30])([F:31])[F:29])=[CH:23][CH:22]=2)[N:15]=1. (3) No catalyst specified. The yield is 0.260. The reactants are [CH2:1]([N:8](C)[C:9]1[CH:14]=[CH:13][N:12]2[CH:15]=[C:16]([C:18]3[CH:23]=[CH:22][C:21]([N:24]([CH2:26][C:27]4[CH:32]=[CH:31][CH:30]=[CH:29][CH:28]=4)[CH3:25])=[CH:20][CH:19]=3)[N:17]=[C:11]2[CH:10]=1)C1C=CC=CC=1.O. The product is [CH2:26]([N:24]([CH3:25])[C:21]1[CH:20]=[CH:19][C:18]([C:16]2[N:17]=[C:11]3[CH:10]=[C:9]([NH:8][CH3:1])[CH:14]=[CH:13][N:12]3[CH:15]=2)=[CH:23][CH:22]=1)[C:27]1[CH:28]=[CH:29][CH:30]=[CH:31][CH:32]=1. (4) The reactants are [F:1][C:2]([F:30])([F:29])[C:3]1[CH:4]=[C:5]([CH:22]=[C:23]([C:25]([F:28])([F:27])[F:26])[CH:24]=1)[CH2:6][O:7][CH2:8][C:9]1([C:16]2[CH:21]=[CH:20][CH:19]=[CH:18][CH:17]=2)[CH2:14][CH2:13][CH2:12][C:11](=O)[CH2:10]1.[CH3:31][OH:32].[BH4-].[Na+].[OH2:35].[CH3:36][NH2:37]. The catalyst is CC(C)[O-].[Ti+4].CC(C)[O-].CC(C)[O-].CC(C)[O-]. The product is [F:1][C:2]([F:30])([F:29])[C:31]([OH:35])=[O:32].[F:1][C:2]([F:30])([F:29])[C:3]1[CH:4]=[C:5]([CH:22]=[C:23]([C:25]([F:28])([F:27])[F:26])[CH:24]=1)[CH2:6][O:7][CH2:8][C:9]1([C:16]2[CH:21]=[CH:20][CH:19]=[CH:18][CH:17]=2)[CH2:14][CH2:13][CH2:12][CH:11]([NH:37][CH3:36])[CH2:10]1. The yield is 0.620.